This data is from Full USPTO retrosynthesis dataset with 1.9M reactions from patents (1976-2016). The task is: Predict the reactants needed to synthesize the given product. (1) Given the product [C:1]1([C:13](=[O:17])[C:14]([NH2:16])=[O:15])[C:11]2=[C:12]3[C:7](=[CH:8][CH:9]=[CH:10]2)[CH2:6][CH2:5][CH2:4][N:3]3[CH:2]=1, predict the reactants needed to synthesize it. The reactants are: [C:1]1([CH2:13][C:14]([NH2:16])=[O:15])[C:11]2=[C:12]3[C:7](=[CH:8][CH:9]=[CH:10]2)[CH2:6][CH2:5][CH2:4][N:3]3[CH:2]=1.[O:17]1CCOCC1. (2) Given the product [CH2:1]([O:8][C:9]1[C:14]2[N:15]([CH:19]3[CH2:21][CH2:20]3)[CH:16]=[N:17][C:13]=2[CH:12]=[C:11]([Cl:18])[N:10]=1)[C:2]1[CH:3]=[CH:4][CH:5]=[CH:6][CH:7]=1, predict the reactants needed to synthesize it. The reactants are: [CH2:1]([O:8][C:9]1[C:14]2[NH:15][CH:16]=[N:17][C:13]=2[CH:12]=[C:11]([Cl:18])[N:10]=1)[C:2]1[CH:7]=[CH:6][CH:5]=[CH:4][CH:3]=1.[CH:19]1(B(O)O)[CH2:21][CH2:20]1.C([O-])([O-])=O.[Na+].[Na+].B(O)O.N1C=CC=CC=1C1C=CC=CN=1. (3) The reactants are: [CH3:1][O:2][C:3]1[C:12]([O:13][CH3:14])=[C:11]([O:15][CH3:16])[CH:10]=[C:9]2[C:4]=1[C:5](=O)[N:6]=[CH:7][NH:8]2.O=P(Cl)(Cl)[Cl:20]. Given the product [Cl:20][C:5]1[C:4]2[C:9](=[CH:10][C:11]([O:15][CH3:16])=[C:12]([O:13][CH3:14])[C:3]=2[O:2][CH3:1])[N:8]=[CH:7][N:6]=1, predict the reactants needed to synthesize it.